From a dataset of Peptide-MHC class I binding affinity with 185,985 pairs from IEDB/IMGT. Regression. Given a peptide amino acid sequence and an MHC pseudo amino acid sequence, predict their binding affinity value. This is MHC class I binding data. The peptide sequence is KAVYNAATM. The MHC is H-2-Db with pseudo-sequence H-2-Db. The binding affinity (normalized) is 1.00.